From a dataset of Full USPTO retrosynthesis dataset with 1.9M reactions from patents (1976-2016). Predict the reactants needed to synthesize the given product. (1) Given the product [Cl:11][C:7]1[CH:8]=[CH:9][CH:10]=[C:2]([Cl:1])[C:3]=1[C:4]([NH:18][CH2:17][CH:16]([C:19]1[CH:20]=[N:21][C:22]([C:25]([F:28])([F:27])[F:26])=[N:23][CH:24]=1)[CH2:15][CH:12]1[CH2:14][CH2:13]1)=[O:6], predict the reactants needed to synthesize it. The reactants are: [Cl:1][C:2]1[CH:10]=[CH:9][CH:8]=[C:7]([Cl:11])[C:3]=1[C:4]([OH:6])=O.[CH:12]1([CH2:15][CH:16]([C:19]2[CH:20]=[N:21][C:22]([C:25]([F:28])([F:27])[F:26])=[N:23][CH:24]=2)[CH2:17][NH2:18])[CH2:14][CH2:13]1. (2) The reactants are: [C:1]([C:5]1[S:13][C:12]2[C:11](=O)[NH:10][C:9]([C:15]([O:17][CH2:18][CH3:19])=[O:16])=[N:8][C:7]=2[CH:6]=1)([CH3:4])([CH3:3])[CH3:2].O=P(Cl)(Cl)[Cl:22]. Given the product [C:1]([C:5]1[S:13][C:12]2[C:11]([Cl:22])=[N:10][C:9]([C:15]([O:17][CH2:18][CH3:19])=[O:16])=[N:8][C:7]=2[CH:6]=1)([CH3:4])([CH3:3])[CH3:2], predict the reactants needed to synthesize it. (3) Given the product [CH2:6]([O:5][C:3](=[O:4])[CH2:2][N:23]1[CH2:22][C@@H:21]([CH3:28])[N:20]([CH2:13][C:14]2[CH:19]=[CH:18][CH:17]=[CH:16][CH:15]=2)[CH2:25][C@@H:24]1[CH2:26][CH3:27])[C:7]1[CH:12]=[CH:11][CH:10]=[CH:9][CH:8]=1, predict the reactants needed to synthesize it. The reactants are: Br[CH2:2][C:3]([O:5][CH2:6][C:7]1[CH:12]=[CH:11][CH:10]=[CH:9][CH:8]=1)=[O:4].[CH2:13]([N:20]1[CH2:25][C@H:24]([CH2:26][CH3:27])[NH:23][CH2:22][C@H:21]1[CH3:28])[C:14]1[CH:19]=[CH:18][CH:17]=[CH:16][CH:15]=1.C([O-])([O-])=O.[K+].[K+].